Dataset: Reaction yield outcomes from USPTO patents with 853,638 reactions. Task: Predict the reaction yield, written as a fraction of the theoretical maximum amount of product (1.0 means a 100% yield; for example, 0.34 means a 34% yield). The reactants are [OH:1][C:2]([C:51]1[S:52][CH:53]=[CH:54][CH:55]=1)([C:46]1[S:47][CH:48]=[CH:49][CH:50]=1)[C:3]([O:5][C@H:6]1[CH2:11][CH2:10][C@H:9]([N:12]([CH2:14][CH2:15][CH2:16][CH2:17][CH2:18][CH2:19][CH2:20][CH2:21][CH2:22][NH:23][CH2:24][C@H:25]([O:38][Si](C(C)(C)C)(C)C)[C:26]2[CH:35]=[CH:34][C:33]([OH:36])=[C:32]3[C:27]=2[CH:28]=[CH:29][C:30](=[O:37])[NH:31]3)[CH3:13])[CH2:8][CH2:7]1)=[O:4].F.F.F.C(N(CC)CC)C. The catalyst is O1CCCC1.C(Cl)Cl. The product is [OH:1][C:2]([C:46]1[S:47][CH:48]=[CH:49][CH:50]=1)([C:51]1[S:52][CH:53]=[CH:54][CH:55]=1)[C:3]([O:5][C@H:6]1[CH2:11][CH2:10][C@H:9]([N:12]([CH2:14][CH2:15][CH2:16][CH2:17][CH2:18][CH2:19][CH2:20][CH2:21][CH2:22][NH:23][CH2:24][C@H:25]([OH:38])[C:26]2[CH:35]=[CH:34][C:33]([OH:36])=[C:32]3[C:27]=2[CH:28]=[CH:29][C:30](=[O:37])[NH:31]3)[CH3:13])[CH2:8][CH2:7]1)=[O:4]. The yield is 0.610.